This data is from Full USPTO retrosynthesis dataset with 1.9M reactions from patents (1976-2016). The task is: Predict the reactants needed to synthesize the given product. The reactants are: C(OC([N:8]1[CH2:13][CH2:12][NH:11][C:10](=[O:14])[CH2:9]1)=O)(C)(C)C.[I-].[H-].[Na+].Br[CH2:19][C:20]1[CH:29]=[C:28]2[C:23]([C:24]([Cl:30])=[CH:25][N:26]=[N:27]2)=[CH:22][CH:21]=1. Given the product [Cl:30][C:24]1[C:23]2[C:28](=[CH:29][C:20]([CH2:19][N:11]3[CH2:12][CH2:13][NH:8][CH2:9][C:10]3=[O:14])=[CH:21][CH:22]=2)[N:27]=[N:26][CH:25]=1, predict the reactants needed to synthesize it.